From a dataset of Forward reaction prediction with 1.9M reactions from USPTO patents (1976-2016). Predict the product of the given reaction. The product is: [N:21]1[CH:22]=[CH:23][CH:24]=[C:19]([CH2:18][N:7]2[CH2:6][CH2:5][N:4]([C:8]([O:10][C:11]([CH3:14])([CH3:13])[CH3:12])=[O:9])[CH2:3][C:2]2=[O:1])[C:20]=1[C:25]1[CH:30]=[CH:29][N:28]=[CH:27][CH:26]=1. Given the reactants [O:1]=[C:2]1[NH:7][CH2:6][CH2:5][N:4]([C:8]([O:10][C:11]([CH3:14])([CH3:13])[CH3:12])=[O:9])[CH2:3]1.[H-].[Na+].Cl[CH2:18][C:19]1[C:20]([C:25]2[CH:30]=[CH:29][N:28]=[CH:27][CH:26]=2)=[N:21][CH:22]=[CH:23][CH:24]=1.C(=O)([O-])O.[Na+], predict the reaction product.